Dataset: Forward reaction prediction with 1.9M reactions from USPTO patents (1976-2016). Task: Predict the product of the given reaction. (1) Given the reactants [O:1]=[C:2]1[CH2:11][CH2:10][C:9]2[C:4](=[CH:5][CH:6]=[C:7]([C:12]3[CH:17]=[CH:16][C:15]([C:18]([F:21])([F:20])[F:19])=[CH:14][CH:13]=3)[CH:8]=2)[N:3]1[CH2:22][C:23]([O:25]C(C)(C)C)=[O:24].Cl.O1CCOCC1, predict the reaction product. The product is: [O:1]=[C:2]1[CH2:11][CH2:10][C:9]2[C:4](=[CH:5][CH:6]=[C:7]([C:12]3[CH:13]=[CH:14][C:15]([C:18]([F:20])([F:19])[F:21])=[CH:16][CH:17]=3)[CH:8]=2)[N:3]1[CH2:22][C:23]([OH:25])=[O:24]. (2) The product is: [Cl:1][C:2]1[CH:3]=[C:4]2[C:9](=[CH:10][C:11]=1[O:12][C:13]1[CH:14]=[CH:15][C:16]([C:19](=[O:33])[NH:20][C:21]3[CH:22]=[N:23][N:24]([C:26]4[CH:31]=[CH:30][CH:29]=[C:28]([Cl:32])[CH:27]=4)[CH:25]=3)=[CH:17][CH:18]=1)[O:8][CH2:7][CH2:6][CH:5]2[C:34]([OH:36])=[O:35]. Given the reactants [Cl:1][C:2]1[CH:3]=[C:4]2[C:9](=[CH:10][C:11]=1[O:12][C:13]1[CH:18]=[CH:17][C:16]([C:19](=[O:33])[NH:20][C:21]3[CH:22]=[N:23][N:24]([C:26]4[CH:31]=[CH:30][CH:29]=[C:28]([Cl:32])[CH:27]=4)[CH:25]=3)=[CH:15][CH:14]=1)[O:8][CH2:7][CH2:6][CH:5]2[C:34]([O:36]CC)=[O:35].[OH-].[Na+].Cl, predict the reaction product. (3) Given the reactants [NH2:1][C:2]1[CH:7]=[CH:6][CH:5]=[CH:4][C:3]=1[OH:8].[C:9](Cl)(=[O:12])[CH:10]=[CH2:11].[Cl-].[Li+], predict the reaction product. The product is: [OH:8][C:3]1[CH:4]=[CH:5][CH:6]=[CH:7][C:2]=1[NH:1][C:9](=[O:12])[CH:10]=[CH2:11].